From a dataset of Reaction yield outcomes from USPTO patents with 853,638 reactions. Predict the reaction yield, written as a fraction of the theoretical maximum amount of product (1.0 means a 100% yield; for example, 0.34 means a 34% yield). The reactants are Cl.[F:2][CH2:3][C@@H:4]1[CH2:8][CH2:7][CH2:6][NH:5]1.[CH3:9][N:10]1[CH:14]=[C:13]([C:15]2[N:19]([C:20]3[CH:21]=[N:22][CH:23]=[CH:24][CH:25]=3)[N:18]=[C:17]([C:26](O)=[O:27])[CH:16]=2)[CH:12]=[N:11]1.Cl.CN(C)CCCN=C=NCC.ON1C2C=CC=CC=2N=N1. The catalyst is ClCCl.C(N(CC)CC)C. The product is [CH3:9][N:10]1[CH:14]=[C:13]([C:15]2[N:19]([C:20]3[CH:21]=[N:22][CH:23]=[CH:24][CH:25]=3)[N:18]=[C:17]([C:26]([N:5]3[CH2:6][CH2:7][CH2:8][C@H:4]3[CH2:3][F:2])=[O:27])[CH:16]=2)[CH:12]=[N:11]1. The yield is 0.880.